Dataset: Catalyst prediction with 721,799 reactions and 888 catalyst types from USPTO. Task: Predict which catalyst facilitates the given reaction. (1) Reactant: [F:1][C:2]1[CH:7]=[CH:6][C:5]([C:8]([CH3:16])([O:10][CH2:11][C@@H:12]([OH:15])[CH2:13][OH:14])[CH3:9])=[CH:4][CH:3]=1.N1C=CN=C1.[C:22]([Si:26](Cl)([CH3:28])[CH3:27])([CH3:25])([CH3:24])[CH3:23].O. Product: [C:22]([Si:26]([CH3:28])([CH3:27])[O:14][CH2:13][C@H:12]([OH:15])[CH2:11][O:10][C:8]([C:5]1[CH:4]=[CH:3][C:2]([F:1])=[CH:7][CH:6]=1)([CH3:16])[CH3:9])([CH3:25])([CH3:24])[CH3:23]. The catalyst class is: 453. (2) Reactant: Cl[CH2:2][C:3]([NH:5][C:6]1[C:15]2[C:10](=[CH:11][CH:12]=[C:13]([CH3:16])[CH:14]=2)[N:9]=[C:8]([N:17]2[CH2:23][C:22]3[CH:24]=[CH:25][CH:26]=[CH:27][C:21]=3[S:20](=[O:29])(=[O:28])[CH2:19][CH2:18]2)[CH:7]=1)=[O:4].[N-:30]=[N+:31]=[N-:32].[Na+]. Product: [N:30]([CH2:2][C:3]([NH:5][C:6]1[C:15]2[C:10](=[CH:11][CH:12]=[C:13]([CH3:16])[CH:14]=2)[N:9]=[C:8]([N:17]2[CH2:23][C:22]3[CH:24]=[CH:25][CH:26]=[CH:27][C:21]=3[S:20](=[O:29])(=[O:28])[CH2:19][CH2:18]2)[CH:7]=1)=[O:4])=[N+:31]=[N-:32]. The catalyst class is: 115. (3) Reactant: [OH:1][C:2]1[C:3]([CH:8]=O)=[N:4][CH:5]=[CH:6][CH:7]=1.[Cl:10][C:11]1[CH:12]=[C:13]([CH:15]=[CH:16][C:17]=1[F:18])[NH2:14].[Si]([C:23]#[N:24])(C)(C)C. Product: [Cl:10][C:11]1[CH:12]=[C:13]([NH:14][C:8]2[C:3]3=[N:4][CH:5]=[CH:6][CH:7]=[C:2]3[O:1][C:23]=2[NH2:24])[CH:15]=[CH:16][C:17]=1[F:18]. The catalyst class is: 23. (4) Reactant: [N:1]([CH:4]1[CH2:9][CH:8]([C:10](=[O:19])[NH:11][C:12]2[CH:17]=[CH:16][C:15]([Cl:18])=[CH:14][CH:13]=2)[CH2:7][N:6](C(OC(C)(C)C)=O)[CH2:5]1)=[N+:2]=[N-:3].FC(F)(F)C(O)=O. Product: [N:1]([CH:4]1[CH2:5][NH:6][CH2:7][CH:8]([C:10]([NH:11][C:12]2[CH:13]=[CH:14][C:15]([Cl:18])=[CH:16][CH:17]=2)=[O:19])[CH2:9]1)=[N+:2]=[N-:3]. The catalyst class is: 4. (5) Reactant: Cl[C:2]1[N:7]=[C:6]([Cl:8])[N:5]=[C:4]([O:9][CH3:10])[N:3]=1.[NH2:11][C:12]1[CH:17]=[CH:16][C:15]([OH:18])=[CH:14][CH:13]=1.C([O-])([O-])=O.[Na+].[Na+]. Product: [Cl:8][C:6]1[N:5]=[C:4]([O:9][CH3:10])[N:3]=[C:2]([NH:11][C:12]2[CH:17]=[CH:16][C:15]([OH:18])=[CH:14][CH:13]=2)[N:7]=1. The catalyst class is: 21. (6) Reactant: N1C=CC=CC=1.[Cl:7][C:8]1[CH:13]=[CH:12][C:11]([C:14]2[NH:18][N:17]=[C:16]([CH3:19])[C:15]=2[CH2:20][C:21]([O:23][CH3:24])=[O:22])=[CH:10][CH:9]=1.[S:25]1[CH:29]=[CH:28][CH:27]=[C:26]1B(O)O.Cl. Product: [Cl:7][C:8]1[CH:9]=[CH:10][C:11]([C:14]2[N:18]([C:27]3[CH:28]=[CH:29][S:25][CH:26]=3)[N:17]=[C:16]([CH3:19])[C:15]=2[CH2:20][C:21]([O:23][CH3:24])=[O:22])=[CH:12][CH:13]=1. The catalyst class is: 221. (7) Reactant: [C:1]([O:5][C:6]([N:8]1[CH2:13][CH2:12][CH2:11][CH:10]([C:14](=[NH:17])[NH:15][OH:16])[CH2:9]1)=[O:7])([CH3:4])([CH3:3])[CH3:2].[F:18][C:19]1[CH:27]=[CH:26][CH:25]=[CH:24][C:20]=1[C:21](O)=O.C1C=CC2N(O)N=NC=2C=1.CCN=C=NCCCN(C)C.Cl.C(N(CC)CC)C. Product: [C:1]([O:5][C:6]([N:8]1[CH2:13][CH2:12][CH2:11][CH:10]([C:14]2[N:17]=[C:21]([C:20]3[CH:24]=[CH:25][CH:26]=[CH:27][C:19]=3[F:18])[O:16][N:15]=2)[CH2:9]1)=[O:7])([CH3:4])([CH3:2])[CH3:3]. The catalyst class is: 12.